Dataset: Full USPTO retrosynthesis dataset with 1.9M reactions from patents (1976-2016). Task: Predict the reactants needed to synthesize the given product. (1) Given the product [BrH:1].[Br:16][C:14]1[CH:13]=[CH:12][N:11]2[CH2:2][C:3]([C:4]([F:7])([F:6])[F:5])([OH:8])[N:9]=[C:10]2[CH:17]=1, predict the reactants needed to synthesize it. The reactants are: [Br:1][CH2:2][C:3](=[O:8])[C:4]([F:7])([F:6])[F:5].[NH2:9][C:10]1N=[C:14]([Br:16])[CH:13]=[CH:12][N:11]=1.[CH3:17]N(C=O)C. (2) The reactants are: [C:1]([Cl:6])(=O)[C:2](Cl)=[O:3].[ClH:7].[CH:8]1([C@H:11]([NH:15][CH2:16][C:17]#[N:18])[CH2:12][O:13][CH3:14])[CH2:10][CH2:9]1. Given the product [Cl:6][C:1]1[C:2](=[O:3])[N:15]([C@@H:11]([CH:8]2[CH2:10][CH2:9]2)[CH2:12][O:13][CH3:14])[CH:16]=[C:17]([Cl:7])[N:18]=1, predict the reactants needed to synthesize it. (3) Given the product [CH3:10][N:7]1[C:6]2[CH:11]=[C:2]([C:17]3[CH:18]=[C:13]([CH:14]=[CH:15][CH:16]=3)[NH2:12])[CH:3]=[CH:4][C:5]=2[N:9]=[CH:8]1, predict the reactants needed to synthesize it. The reactants are: Br[C:2]1[CH:3]=[CH:4][C:5]2[N:9]=[CH:8][N:7]([CH3:10])[C:6]=2[CH:11]=1.[NH2:12][C:13]1[CH:14]=[C:15](B(O)O)[CH:16]=[CH:17][CH:18]=1.C([O-])([O-])=O.[K+].[K+]. (4) Given the product [I:10][C:7]1[CH:8]=[C:3]([O:2][CH3:1])[C:4]([NH2:9])=[N:5][CH:6]=1, predict the reactants needed to synthesize it. The reactants are: [CH3:1][O:2][C:3]1[C:4]([NH2:9])=[N:5][CH:6]=[CH:7][CH:8]=1.[I:10]I.CCOC(C)=O.S([O-])([O-])(=O)=S.[Na+].[Na+]. (5) Given the product [Cl:1][C:2]1[CH:3]=[CH:4][C:5]([O:32][CH:33]([F:35])[F:34])=[C:6]([C:8]2[C:12]([NH:13][C:14]([C:16]3[CH:17]=[N:18][N:19]4[CH:24]=[CH:23][CH:22]=[N:21][C:20]=34)=[O:15])=[CH:11][N:10]([CH2:25][CH2:26][NH:27][CH2:28][C:29]3[CH:42]=[CH:43][N:39]=[CH:38][CH:37]=3)[N:9]=2)[CH:7]=1, predict the reactants needed to synthesize it. The reactants are: [Cl:1][C:2]1[CH:3]=[CH:4][C:5]([O:32][CH:33]([F:35])[F:34])=[C:6]([C:8]2[C:12]([NH:13][C:14]([C:16]3[CH:17]=[N:18][N:19]4[CH:24]=[CH:23][CH:22]=[N:21][C:20]=34)=[O:15])=[CH:11][N:10]([CH2:25][CH2:26][NH:27][CH2:28][CH2:29]SC)[N:9]=2)[CH:7]=1.Br[CH2:37][CH2:38][N:39]1[CH:43]=[C:42](NC(C2C=NN3C=CC=NC=23)=O)C(C2C=C(Cl)C=CC=2OC(F)F)=N1.N1C=CC(CN)=CC=1. (6) The reactants are: Cl.C(N(S(C1C=CC(C)=CC=1)(=O)=O)[C@H](C(O)=O)CCCCN)C(C)C.[N+](C1C=CC(S(N[C@H](C(O)=O)CC2C3C(=CC=CC=3)NC=2)(=O)=O)=CC=1)([O-])=O.[CH3:53][C:54]1[CH:59]=[CH:58][C:57]([S:60]([N:63]([C@H:68]([C:100]([OH:102])=[O:101])[CH2:69][CH2:70][CH2:71][CH2:72][NH:73][C:74]([C@@H:76]([NH:87][S:88]([C:91]2[CH:96]=[CH:95][C:94]([N+:97]([O-])=O)=[CH:93][CH:92]=2)(=[O:90])=[O:89])[CH2:77][C:78]2[C:86]3[C:81](=[CH:82][CH:83]=[CH:84][CH:85]=3)[NH:80][CH:79]=2)=[O:75])[CH2:64][CH:65]([CH3:67])[CH3:66])(=[O:62])=[O:61])=[CH:56][CH:55]=1. Given the product [CH2:64]([N:63]([S:60]([C:57]1[CH:56]=[CH:55][C:54]([CH3:53])=[CH:59][CH:58]=1)(=[O:62])=[O:61])[C@H:68]([C:100]([OH:102])=[O:101])[CH2:69][CH2:70][CH2:71][CH2:72][NH:73][C:74](=[O:75])[C@H:76]([CH2:77][C:78]1[C:86]2[C:81](=[CH:82][CH:83]=[CH:84][CH:85]=2)[NH:80][CH:79]=1)[NH:87][S:88]([C:91]1[CH:92]=[CH:93][C:94]([NH2:97])=[CH:95][CH:96]=1)(=[O:89])=[O:90])[CH:65]([CH3:66])[CH3:67], predict the reactants needed to synthesize it. (7) Given the product [Br:16][C:9]1[C:8]2[CH:7]=[N:6][CH:5]=[CH:4][C:3]=2[C:2]([NH2:1])=[CH:11][CH:10]=1, predict the reactants needed to synthesize it. The reactants are: [NH2:1][C:2]1[CH:11]=[CH:10][CH:9]=[C:8]2[C:3]=1[CH:4]=[CH:5][N:6]=[CH:7]2.[Cl-].[Cl-].[Cl-].[Al+3].[Br:16]Br.[OH-].[Na+]. (8) Given the product [OH:27][CH2:26][CH2:25][C@H:24]([NH:23][C:20]([C@H:16]1[N:15]([S:12]([C:9]2[CH:8]=[CH:7][C:6]([C:1]([CH2:4][CH3:5])([CH3:3])[CH3:2])=[CH:11][CH:10]=2)(=[O:13])=[O:14])[CH2:19][CH2:18][S:17]1)=[O:22])[C:28]1[CH:33]=[CH:32][CH:31]=[CH:30][CH:29]=1, predict the reactants needed to synthesize it. The reactants are: [C:1]([C:6]1[CH:11]=[CH:10][C:9]([S:12]([N:15]2[CH2:19][CH2:18][S:17][CH:16]2[C:20]([OH:22])=O)(=[O:14])=[O:13])=[CH:8][CH:7]=1)([CH2:4][CH3:5])([CH3:3])[CH3:2].[NH2:23][C@H:24]([C:28]1[CH:33]=[CH:32][CH:31]=[CH:30][CH:29]=1)[CH2:25][CH2:26][OH:27].